This data is from Forward reaction prediction with 1.9M reactions from USPTO patents (1976-2016). The task is: Predict the product of the given reaction. (1) Given the reactants Cl[C:2]1[N:7]=[C:6]([NH:8][C@H:9]([C:11]2[CH:16]=[CH:15][CH:14]=[CH:13][CH:12]=2)[CH3:10])[CH:5]=[N:4][CH:3]=1.CC1(C)C(C)(C)OB([C:25]2[CH:31]=[CH:30][C:28]([NH2:29])=[CH:27][CH:26]=2)O1.C([O-])([O-])=O.[Na+].[Na+], predict the reaction product. The product is: [NH2:29][C:28]1[CH:30]=[CH:31][C:25]([C:2]2[N:7]=[C:6]([NH:8][C@H:9]([C:11]3[CH:16]=[CH:15][CH:14]=[CH:13][CH:12]=3)[CH3:10])[CH:5]=[N:4][CH:3]=2)=[CH:26][CH:27]=1. (2) Given the reactants [CH2:1]([Zn]CC)C.FC(F)(F)C(O)=O.ICI.[CH2:16]1[O:33][C:19]2([CH2:24][CH2:23][C:22]([C:25]3[CH:30]=[CH:29][CH:28]=[C:27]([C:31]#[N:32])[CH:26]=3)=[CH:21][CH2:20]2)[O:18][CH2:17]1.Cl, predict the reaction product. The product is: [CH2:17]1[O:18][C:19]2([CH2:24][CH2:23][C:22]3([C:25]4[CH:30]=[CH:29][CH:28]=[C:27]([C:31]#[N:32])[CH:26]=4)[CH:21]([CH2:1]3)[CH2:20]2)[O:33][CH2:16]1.